Predict the reactants needed to synthesize the given product. From a dataset of Full USPTO retrosynthesis dataset with 1.9M reactions from patents (1976-2016). (1) The reactants are: [N:1]([C@H:4]1[C@:14]2([CH3:16])[O:15][C@@:6]3([C@H:17]4[C@H:10]([N:11]([C:19]5[CH:26]=[CH:25][C:22]([C:23]#[N:24])=[C:21]([C:27]([F:30])([F:29])[F:28])[CH:20]=5)[C:12](=[O:18])[C@@H:13]24)[O:9][CH2:8][CH2:7]3)[CH2:5]1)=[N+]=[N-].P(C)(C)C. Given the product [NH2:1][C@H:4]1[C@:14]2([CH3:16])[O:15][C@@:6]3([C@H:17]4[C@H:10]([N:11]([C:19]5[CH:26]=[CH:25][C:22]([C:23]#[N:24])=[C:21]([C:27]([F:28])([F:29])[F:30])[CH:20]=5)[C:12](=[O:18])[C@@H:13]24)[O:9][CH2:8][CH2:7]3)[CH2:5]1, predict the reactants needed to synthesize it. (2) The reactants are: C(O[C:4](=[O:22])[CH:5]=[C:6]([NH:13][C:14]1[CH:19]=[CH:18][CH:17]=[C:16]([Cl:20])[C:15]=1[F:21])[C:7]1[CH:12]=[CH:11][CH:10]=[CH:9][CH:8]=1)C. Given the product [Cl:20][C:16]1[C:15]([F:21])=[C:14]2[C:19]([C:4](=[O:22])[CH:5]=[C:6]([C:7]3[CH:8]=[CH:9][CH:10]=[CH:11][CH:12]=3)[NH:13]2)=[CH:18][CH:17]=1, predict the reactants needed to synthesize it. (3) Given the product [Cl:1][C:2]1[CH:3]=[CH:4][C:5]2[CH:9]=[C:8]([S:10]([N:13]3[CH2:18][CH2:17][N:16]([CH2:19][CH:20]4[CH2:21][CH2:22][N:23]([C:33]([NH2:32])=[O:34])[CH2:24][CH2:25]4)[C:15](=[O:26])[CH2:14]3)(=[O:12])=[O:11])[S:7][C:6]=2[CH:27]=1, predict the reactants needed to synthesize it. The reactants are: [Cl:1][C:2]1[CH:3]=[CH:4][C:5]2[CH:9]=[C:8]([S:10]([N:13]3[CH2:18][CH2:17][N:16]([CH2:19][CH:20]4[CH2:25][CH2:24][NH:23][CH2:22][CH2:21]4)[C:15](=[O:26])[CH2:14]3)(=[O:12])=[O:11])[S:7][C:6]=2[CH:27]=1.C[Si]([N:32]=[C:33]=[O:34])(C)C. (4) Given the product [Br:1][C:2]1[CH:3]=[C:4]([CH2:8][N:13]2[CH2:12][C@H:11]([CH3:10])[O:16][C@H:15]([CH3:17])[CH2:14]2)[CH:5]=[N:6][CH:7]=1, predict the reactants needed to synthesize it. The reactants are: [Br:1][C:2]1[CH:3]=[C:4]([CH:8]=O)[CH:5]=[N:6][CH:7]=1.[CH3:10][C@H:11]1[O:16][C@@H:15]([CH3:17])[CH2:14][NH:13][CH2:12]1.C(O[BH-](OC(=O)C)OC(=O)C)(=O)C.[Na+]. (5) The reactants are: [OH:1][CH2:2][C:3]#[C:4][C:5]1[CH:6]=[C:7]([S:11]([NH2:14])(=[O:13])=[O:12])[CH:8]=[CH:9][CH:10]=1. Given the product [OH:1][CH2:2][CH2:3][CH2:4][C:5]1[CH:6]=[C:7]([S:11]([NH2:14])(=[O:12])=[O:13])[CH:8]=[CH:9][CH:10]=1, predict the reactants needed to synthesize it. (6) Given the product [CH2:1]([O:3][C:4](=[O:25])[CH2:5][C:6]1[CH:11]=[CH:10][C:9]([Cl:12])=[C:8]([O:13][C:14]2[CH:19]=[CH:18][C:17]([N+:20]([O-:22])=[O:21])=[CH:16][C:15]=2[CH2:23][S:29][CH:27]([CH3:28])[CH3:26])[CH:7]=1)[CH3:2], predict the reactants needed to synthesize it. The reactants are: [CH2:1]([O:3][C:4](=[O:25])[CH2:5][C:6]1[CH:11]=[CH:10][C:9]([Cl:12])=[C:8]([O:13][C:14]2[CH:19]=[CH:18][C:17]([N+:20]([O-:22])=[O:21])=[CH:16][C:15]=2[CH2:23]Br)[CH:7]=1)[CH3:2].[CH3:26][CH:27]([SH:29])[CH3:28]. (7) Given the product [CH3:19][N:12]1[C:13]2[CH:14]=[CH:15][CH:16]=[C:17]3[N:7]([CH2:6][C:5]4[NH:44][C:43]5[CH:42]=[C:41]6[C:28](=[CH:27][C:26]=5[CH2:25][CH2:24][N:22]=4)[CH2:29][C@@:30]4([C:38]5[C:33](=[N:34][CH:35]=[CH:36][CH:37]=5)[NH:32][C:31]4=[O:39])[CH2:40]6)[C:8](=[O:21])[N:9]([C:18]=23)[CH2:10][C:11]1=[O:20], predict the reactants needed to synthesize it. The reactants are: [Cl-].C(O[C:5](=[NH2+:22])[CH2:6][N:7]1[C:17]2[C:18]3[N:9]([CH2:10][C:11](=[O:20])[N:12]([CH3:19])[C:13]=3[CH:14]=[CH:15][CH:16]=2)[C:8]1=[O:21])C.N[CH2:24][CH2:25][C:26]1[CH:27]=[C:28]2[C:41](=[CH:42][C:43]=1[N+:44]([O-])=O)[CH2:40][C@:30]1([C:38]3[C:33](=[N:34][CH:35]=[CH:36][CH:37]=3)[NH:32][C:31]1=[O:39])[CH2:29]2.C([O-])(O)=O.[Na+].